Dataset: Catalyst prediction with 721,799 reactions and 888 catalyst types from USPTO. Task: Predict which catalyst facilitates the given reaction. (1) Reactant: [N:1]([CH2:4][C:5]1[C:6]([CH3:15])=[N:7][C:8]([C:11]([F:14])([F:13])[F:12])=[CH:9][CH:10]=1)=[N+]=[N-].C1(P(C2C=CC=CC=2)C2C=CC=CC=2)C=CC=CC=1.Cl. Product: [CH3:15][C:6]1[C:5]([CH2:4][NH2:1])=[CH:10][CH:9]=[C:8]([C:11]([F:13])([F:12])[F:14])[N:7]=1. The catalyst class is: 7. (2) Reactant: [F:1][C:2]([F:20])([F:19])[C:3]1[CH:4]=[C:5]([CH:16]=[CH:17][CH:18]=1)[O:6][CH2:7][C:8]1[O:12][N:11]=[C:10]([C:13]([OH:15])=O)[CH:9]=1.C(N(CC)CC)C.Cl.C(N=C=NCCCN(C)C)C.ON1C2C=CC=CC=2N=N1.[O:50]1[CH2:54][CH2:53][CH:52]([CH2:55][NH2:56])[CH2:51]1. Product: [O:50]1[CH2:54][CH2:53][CH:52]([CH2:55][NH:56][C:13]([C:10]2[CH:9]=[C:8]([CH2:7][O:6][C:5]3[CH:16]=[CH:17][CH:18]=[C:3]([C:2]([F:1])([F:20])[F:19])[CH:4]=3)[O:12][N:11]=2)=[O:15])[CH2:51]1. The catalyst class is: 408. (3) Reactant: [C:1]([C:5]1[S:9][C:8]([C:10]([NH:12][C@@H:13]([CH2:27][C:28]2[CH:33]=[CH:32][C:31]([C:34]3[N:39]=[CH:38][C:37]([C:40]4[CH:45]=[CH:44][C:43]([OH:46])=[CH:42][CH:41]=4)=[CH:36][N:35]=3)=[CH:30][CH:29]=2)[C:14]([N:16]2[CH2:19][CH:18]([C:20]([O:22][C:23]([CH3:26])([CH3:25])[CH3:24])=[O:21])[CH2:17]2)=[O:15])=[O:11])=[CH:7][CH:6]=1)([CH3:4])([CH3:3])[CH3:2].C([O-])([O-])=O.[Cs+].[Cs+].Br[CH2:54][CH2:55][CH2:56][CH:57]([CH3:59])[CH3:58]. Product: [C:1]([C:5]1[S:9][C:8]([C:10]([NH:12][C@@H:13]([CH2:27][C:28]2[CH:33]=[CH:32][C:31]([C:34]3[N:35]=[CH:36][C:37]([C:40]4[CH:45]=[CH:44][C:43]([O:46][CH2:54][CH2:55][CH2:56][CH:57]([CH3:59])[CH3:58])=[CH:42][CH:41]=4)=[CH:38][N:39]=3)=[CH:30][CH:29]=2)[C:14]([N:16]2[CH2:19][CH:18]([C:20]([O:22][C:23]([CH3:26])([CH3:24])[CH3:25])=[O:21])[CH2:17]2)=[O:15])=[O:11])=[CH:7][CH:6]=1)([CH3:2])([CH3:3])[CH3:4]. The catalyst class is: 634. (4) Reactant: I[C:2]1[C:10]2[C:5](=[N:6][CH:7]=[N:8][C:9]=2[NH2:11])[N:4]([C@H:12]2[CH2:17][CH2:16][C@H:15]([N:18]3[CH2:23][CH2:22][N:21]([CH3:24])[CH2:20][CH2:19]3)[CH2:14][CH2:13]2)[N:3]=1.[F:25][C:26]1[C:27](B2OC(C)(C)C(C)(C)O2)=[CH:28][C:29]([O:40][CH3:41])=[C:30]([NH:32][C:33](=[O:39])[O:34][C:35]([CH3:38])([CH3:37])[CH3:36])[CH:31]=1.C(=O)([O-])[O-].[Na+].[Na+].COCCOC. Product: [NH2:11][C:9]1[N:8]=[CH:7][N:6]=[C:5]2[N:4]([C@H:12]3[CH2:17][CH2:16][C@H:15]([N:18]4[CH2:23][CH2:22][N:21]([CH3:24])[CH2:20][CH2:19]4)[CH2:14][CH2:13]3)[N:3]=[C:2]([C:27]3[C:26]([F:25])=[CH:31][C:30]([NH:32][C:33](=[O:39])[O:34][C:35]([CH3:36])([CH3:37])[CH3:38])=[C:29]([O:40][CH3:41])[CH:28]=3)[C:10]=12. The catalyst class is: 6.